The task is: Predict the reactants needed to synthesize the given product.. This data is from Full USPTO retrosynthesis dataset with 1.9M reactions from patents (1976-2016). (1) Given the product [O:24]1[CH2:25][CH2:26][CH:22]([CH2:21][CH:9]([NH2:12])[C:7]2[CH:5]=[N:4][CH:1]=[CH:3][CH:28]=2)[CH2:23]1, predict the reactants needed to synthesize it. The reactants are: [CH:1]([N-:4][CH:5]([CH3:7])C)([CH3:3])C.[Li+].[CH:9]([NH:12]C(C)C)(C)C.CS(O[CH2:21][CH:22]1[CH2:26][CH2:25][O:24][CH2:23]1)(=O)=O.Cl.[CH3:28]CCCCC. (2) Given the product [Cl:6][C:7]1[CH:12]=[C:11]([I:17])[C:10]([O:13][CH2:14][O:15][CH3:16])=[CH:9][N:8]=1, predict the reactants needed to synthesize it. The reactants are: C([Li])(C)(C)C.[Cl:6][C:7]1[CH:12]=[CH:11][C:10]([O:13][CH2:14][O:15][CH3:16])=[CH:9][N:8]=1.[I:17]I. (3) Given the product [CH3:18][CH:14]1[CH2:13][C:12]2[C:19](=[CH:20][CH:21]=[CH:22][C:11]=2[C:2]2[CH:3]=[CH:4][C:5]3[C:10](=[CH:9][CH:8]=[CH:7][CH:6]=3)[CH:1]=2)[C:15]1=[O:16], predict the reactants needed to synthesize it. The reactants are: [CH:1]1[C:10]2[C:5](=[CH:6][CH:7]=[CH:8][CH:9]=2)[CH:4]=[CH:3][C:2]=1[C:11]1[CH:22]=[CH:21][CH:20]=[CH:19][C:12]=1[CH2:13][CH:14]([CH3:18])[C:15](O)=[O:16].S(Cl)(Cl)=O.[Al+3].[Cl-].[Cl-].[Cl-].Cl. (4) Given the product [ClH:31].[NH2:14][C@H:5]1[CH2:4][C@@H:3]([C:22]2[C:27]([F:28])=[CH:26][CH:25]=[C:24]([F:29])[C:23]=2[F:30])[C@@H:2]([CH3:1])[N:7]([CH2:8][C:9]([F:12])([F:11])[F:10])[C:6]1=[O:13], predict the reactants needed to synthesize it. The reactants are: [CH3:1][C@H:2]1[N:7]([CH2:8][C:9]([F:12])([F:11])[F:10])[C:6](=[O:13])[C@@H:5]([NH:14]C(=O)OC(C)(C)C)[CH2:4][C@H:3]1[C:22]1[C:27]([F:28])=[CH:26][CH:25]=[C:24]([F:29])[C:23]=1[F:30].[ClH:31]. (5) Given the product [CH3:6][CH2:7][CH2:2][CH:3]([CH3:8])[CH3:4].[C:50]([O:34][CH2:32][CH3:33])(=[O:52])[CH3:49].[CH:35]([N:48]1[CH2:51][CH:50]([O:52][CH:53]([C:61]2[CH:66]=[CH:65][C:64]([Cl:67])=[N:14][CH:62]=2)[C:54]2[CH:59]=[CH:58][CH:57]=[CH:56][C:55]=2[Cl:60])[CH2:49]1)([C:42]1[CH:47]=[CH:46][CH:45]=[CH:44][CH:43]=1)[C:36]1[CH:41]=[CH:40][CH:39]=[CH:38][CH:37]=1, predict the reactants needed to synthesize it. The reactants are: Cl[C:2]1[CH:7]=[CH:6]C=[CH:4][C:3]=1[CH:8](C1C=CC(Cl)=[N:14]C=1)O.C(N1[CH2:33][CH:32]([OH:34])C1)(C1C=CC=CC=1)C1C=CC=CC=1.[CH:35]([N:48]1[CH2:51][CH:50]([O:52][CH:53]([C:61]2[CH:66]=[CH:65][C:64]([Cl:67])=C[CH:62]=2)[C:54]2[CH:59]=[CH:58][CH:57]=[CH:56][C:55]=2[Cl:60])[CH2:49]1)([C:42]1[CH:47]=[CH:46][CH:45]=[CH:44][CH:43]=1)[C:36]1[CH:41]=[CH:40][CH:39]=[CH:38][CH:37]=1. (6) Given the product [OH:5][C:6]1[CH:7]=[CH:8][C:9]([N:12]([C:59]2[CH:60]=[C:61]3[CH2:67][CH2:66][N:65]([CH3:68])[C:62]3=[N:63][CH:64]=2)[C:13]([C:15]2[CH:16]=[C:17]([C:24]3[CH:29]=[CH:28][C:27]([O:30][CH2:31][C:32](=[O:39])[N:33]4[CH2:38][CH2:37][CH2:36][CH2:35][CH2:34]4)=[CH:26][C:25]=3[C:40]([N:42]3[C@H:51]([CH2:52][N:53]4[CH2:58][CH2:57][O:56][CH2:55][CH2:54]4)[CH2:50][C:49]4[C:44](=[CH:45][CH:46]=[CH:47][CH:48]=4)[CH2:43]3)=[O:41])[N:18]3[C:23]=2[CH2:22][CH2:21][CH2:20][CH2:19]3)=[O:14])=[CH:10][CH:11]=1, predict the reactants needed to synthesize it. The reactants are: C([BH3-])#N.[Na+].[OH:5][C:6]1[CH:11]=[CH:10][C:9]([N:12]([C:59]2[CH:60]=[C:61]3[CH:67]=[CH:66][N:65]([CH3:68])[C:62]3=[N:63][CH:64]=2)[C:13]([C:15]2[CH:16]=[C:17]([C:24]3[CH:29]=[CH:28][C:27]([O:30][CH2:31][C:32](=[O:39])[N:33]4[CH2:38][CH2:37][CH2:36][CH2:35][CH2:34]4)=[CH:26][C:25]=3[C:40]([N:42]3[C@H:51]([CH2:52][N:53]4[CH2:58][CH2:57][O:56][CH2:55][CH2:54]4)[CH2:50][C:49]4[C:44](=[CH:45][CH:46]=[CH:47][CH:48]=4)[CH2:43]3)=[O:41])[N:18]3[C:23]=2[CH2:22][CH2:21][CH2:20][CH2:19]3)=[O:14])=[CH:8][CH:7]=1.